Task: Predict the reactants needed to synthesize the given product.. Dataset: Full USPTO retrosynthesis dataset with 1.9M reactions from patents (1976-2016) (1) Given the product [CH:1]([O:4][C:5]([N:7]1[CH2:12][CH2:11][CH:10]([CH2:13][O:14][C:20]2[CH:19]=[C:18]([Br:17])[CH:23]=[CH:22][N:21]=2)[CH2:9][CH2:8]1)=[O:6])([CH3:3])[CH3:2], predict the reactants needed to synthesize it. The reactants are: [CH:1]([O:4][C:5]([N:7]1[CH2:12][CH2:11][CH:10]([CH2:13][OH:14])[CH2:9][CH2:8]1)=[O:6])([CH3:3])[CH3:2].[H-].[Na+].[Br:17][C:18]1[CH:23]=[CH:22][N:21]=[C:20](Cl)[CH:19]=1. (2) Given the product [C:19]([S:4][CH2:3][CH2:2][NH2:1])([C:13]1[CH:18]=[CH:17][CH:16]=[CH:15][CH:14]=1)([C:26]1[CH:27]=[CH:28][CH:29]=[CH:30][CH:31]=1)[C:20]1[CH:21]=[CH:22][CH:23]=[CH:24][CH:25]=1, predict the reactants needed to synthesize it. The reactants are: [NH2:1][CH2:2][CH2:3][SH:4].Cl.FC(F)(F)C(O)=O.[C:13]1([C:19](Cl)([C:26]2[CH:31]=[CH:30][CH:29]=[CH:28][CH:27]=2)[C:20]2[CH:25]=[CH:24][CH:23]=[CH:22][CH:21]=2)[CH:18]=[CH:17][CH:16]=[CH:15][CH:14]=1.[OH-].[Na+]. (3) Given the product [CH3:25][O:24][C:16]1[CH:17]=[C:18]([C:19]([N:34]2[CH2:30][CH2:29][N:28]([CH3:31])[CH2:26][CH2:27]2)=[O:20])[CH:22]=[CH:23][C:15]=1[NH:14][C:12]1[N:13]=[C:8]([C:5]2[CH:4]=[CH:3][C:2]([OH:1])=[CH:7][CH:6]=2)[CH:9]=[N:10][CH:11]=1, predict the reactants needed to synthesize it. The reactants are: [OH:1][C:2]1[CH:7]=[CH:6][C:5]([C:8]2[N:13]=[C:12]([NH:14][C:15]3[CH:23]=[CH:22][C:18]([C:19](O)=[O:20])=[CH:17][C:16]=3[O:24][CH3:25])[CH:11]=[N:10][CH:9]=2)=[CH:4][CH:3]=1.[CH2:26]([N:28]([CH2:31]C)[CH2:29][CH3:30])[CH3:27].C[N:34](C(ON1N=NC2C=CC=CC1=2)=[N+](C)C)C.[B-](F)(F)(F)F. (4) Given the product [ClH:1].[CH3:2][O:3][C:4]1[CH:9]=[CH:8][CH:7]=[CH:6][C:5]=1[N:10]1[CH2:16][CH2:15][CH2:14][NH:13][CH2:12][CH2:11]1, predict the reactants needed to synthesize it. The reactants are: [ClH:1].[CH3:2][O:3][C:4]1[CH:9]=[CH:8][CH:7]=[CH:6][C:5]=1[N:10]1[CH2:16][CH2:15][CH2:14][N:13](C(OC(C)(C)C)=O)[CH2:12][CH2:11]1. (5) The reactants are: [Br:1][C:2]1[CH:10]=[CH:9][C:8]([I:11])=[CH:7][C:3]=1[C:4]([OH:6])=[O:5].S(Cl)(Cl)=O.[CH3:16]O. Given the product [CH3:16][O:5][C:4](=[O:6])[C:3]1[CH:7]=[C:8]([I:11])[CH:9]=[CH:10][C:2]=1[Br:1], predict the reactants needed to synthesize it.